This data is from NCI-60 drug combinations with 297,098 pairs across 59 cell lines. The task is: Regression. Given two drug SMILES strings and cell line genomic features, predict the synergy score measuring deviation from expected non-interaction effect. (1) Drug 1: CC1C(C(=O)NC(C(=O)N2CCCC2C(=O)N(CC(=O)N(C(C(=O)O1)C(C)C)C)C)C(C)C)NC(=O)C3=C4C(=C(C=C3)C)OC5=C(C(=O)C(=C(C5=N4)C(=O)NC6C(OC(=O)C(N(C(=O)CN(C(=O)C7CCCN7C(=O)C(NC6=O)C(C)C)C)C)C(C)C)C)N)C. Drug 2: COC1=NC(=NC2=C1N=CN2C3C(C(C(O3)CO)O)O)N. Cell line: SN12C. Synergy scores: CSS=5.66, Synergy_ZIP=-3.98, Synergy_Bliss=-4.92, Synergy_Loewe=-7.02, Synergy_HSA=-6.70. (2) Drug 1: CC1=C2C(C(=O)C3(C(CC4C(C3C(C(C2(C)C)(CC1OC(=O)C(C(C5=CC=CC=C5)NC(=O)OC(C)(C)C)O)O)OC(=O)C6=CC=CC=C6)(CO4)OC(=O)C)OC)C)OC. Drug 2: C1CN(P(=O)(OC1)NCCCl)CCCl. Cell line: T-47D. Synergy scores: CSS=44.9, Synergy_ZIP=7.18, Synergy_Bliss=8.64, Synergy_Loewe=-11.9, Synergy_HSA=8.60. (3) Drug 1: CCC1=CC2CC(C3=C(CN(C2)C1)C4=CC=CC=C4N3)(C5=C(C=C6C(=C5)C78CCN9C7C(C=CC9)(C(C(C8N6C)(C(=O)OC)O)OC(=O)C)CC)OC)C(=O)OC.C(C(C(=O)O)O)(C(=O)O)O. Drug 2: COC1=NC(=NC2=C1N=CN2C3C(C(C(O3)CO)O)O)N. Cell line: HCT116. Synergy scores: CSS=58.4, Synergy_ZIP=6.00, Synergy_Bliss=-2.31, Synergy_Loewe=-58.1, Synergy_HSA=-3.42. (4) Drug 1: C1=C(C(=O)NC(=O)N1)N(CCCl)CCCl. Drug 2: CN1C2=C(C=C(C=C2)N(CCCl)CCCl)N=C1CCCC(=O)O.Cl. Cell line: K-562. Synergy scores: CSS=41.8, Synergy_ZIP=7.87, Synergy_Bliss=6.83, Synergy_Loewe=1.11, Synergy_HSA=7.29. (5) Drug 1: CS(=O)(=O)C1=CC(=C(C=C1)C(=O)NC2=CC(=C(C=C2)Cl)C3=CC=CC=N3)Cl. Drug 2: C1=NC2=C(N1)C(=S)N=C(N2)N. Cell line: SR. Synergy scores: CSS=63.9, Synergy_ZIP=2.89, Synergy_Bliss=2.21, Synergy_Loewe=-12.5, Synergy_HSA=5.61.